From a dataset of Full USPTO retrosynthesis dataset with 1.9M reactions from patents (1976-2016). Predict the reactants needed to synthesize the given product. (1) Given the product [CH3:29][N:30]([CH3:31])[C:2]1[CH:3]=[C:4]2[C:12](=[CH:13][CH:14]=1)[N:11]([CH2:15][C:16]1[CH:21]=[CH:20][CH:19]=[C:18]([F:22])[CH:17]=1)[C:10]1[CH2:9][CH2:8][CH:7]([NH:23][C:24](=[O:28])[CH:25]([CH3:27])[CH3:26])[CH2:6][C:5]2=1, predict the reactants needed to synthesize it. The reactants are: Br[C:2]1[CH:3]=[C:4]2[C:12](=[CH:13][CH:14]=1)[N:11]([CH2:15][C:16]1[CH:21]=[CH:20][CH:19]=[C:18]([F:22])[CH:17]=1)[C:10]1[CH2:9][CH2:8][CH:7]([NH:23][C:24](=[O:28])[CH:25]([CH3:27])[CH3:26])[CH2:6][C:5]2=1.[CH3:29][NH:30][CH3:31].CC(C)([O-])C.[Na+]. (2) The reactants are: [OH:1][CH2:2][C:3]1[N:8]=[C:7]([NH:9][C:10](=[O:12])[O-:11])[CH:6]=[CH:5][CH:4]=1.[CH3:13][C:14]([CH3:17])([O-])[CH3:15].[K+].Br[CH2:20][CH2:21][CH:22]1[CH2:27][CH2:26][CH2:25][CH2:24][CH2:23]1. Given the product [CH:22]1([CH2:21][CH2:20][N:9]([C:7]2[CH:6]=[CH:5][CH:4]=[C:3]([CH2:2][OH:1])[N:8]=2)[C:10](=[O:11])[O:12][C:14]([CH3:17])([CH3:15])[CH3:13])[CH2:27][CH2:26][CH2:25][CH2:24][CH2:23]1, predict the reactants needed to synthesize it. (3) The reactants are: [OH:1][C:2]1[C:7]2[C@@:8]3([OH:45])[C@@:21]([O:25][CH3:26])([C@H:22]([OH:24])[CH2:23][C:6]=2[CH:5]=[C:4]([CH3:46])[C:3]=1[C:47]([O:49][CH3:50])=[O:48])[C:20](=[O:27])[C:19]1[C:10](=[CH:11][C:12]2[C:13](=[O:43])[C:14]([NH:30][C@@H:31]4[C@H:36]([O:37][CH3:38])[C@H:35]([OH:39])[C@@H:34]([O:40][CH3:41])[C@H:33]([CH3:42])[O:32]4)=[CH:15][C:16](=O)[C:17]=2[C:18]=1[OH:28])[C:9]3=[O:44].[CH3:51][NH2:52]. Given the product [OH:1][C:2]1[C:7]2[C@@:8]3([OH:45])[C@@:21]([O:25][CH3:26])([C@H:22]([OH:24])[CH2:23][C:6]=2[CH:5]=[C:4]([CH3:46])[C:3]=1[C:47]([O:49][CH3:50])=[O:48])[C:20](=[O:27])[C:19]1[C:10](=[CH:11][C:12]2[C:13](=[O:43])[C:14]([NH:30][C@@H:31]4[C@H:36]([O:37][CH3:38])[C@H:35]([OH:39])[C@@H:34]([O:40][CH3:41])[C@H:33]([CH3:42])[O:32]4)=[CH:15]/[C:16](=[N:52]\[CH3:51])/[C:17]=2[C:18]=1[OH:28])[C:9]3=[O:44], predict the reactants needed to synthesize it. (4) Given the product [CH:7]1([N:10]2[C:19]3[C:14](=[CH:15][CH:16]=[C:17]([C:24]4[CH:25]=[C:26]5[C:30](=[CH:31][CH:32]=4)[C@@H:29]([CH3:33])[NH:28][CH2:27]5)[C:18]=3[O:20][CH:21]([F:23])[F:22])[C:13](=[O:34])[C:12]([C:35]([OH:37])=[O:36])=[CH:11]2)[CH2:9][CH2:8]1, predict the reactants needed to synthesize it. The reactants are: O.CS(O)(=O)=O.[CH:7]1([N:10]2[C:19]3[C:14](=[CH:15][CH:16]=[C:17]([C:24]4[CH:25]=[C:26]5[C:30](=[CH:31][CH:32]=4)[C@@H:29]([CH3:33])[NH:28][CH2:27]5)[C:18]=3[O:20][CH:21]([F:23])[F:22])[C:13](=[O:34])[C:12]([C:35]([OH:37])=[O:36])=[CH:11]2)[CH2:9][CH2:8]1.OC1O[C@H](CO)[C@@H](O[C@@H]2O[C@H](CO)[C@H](O)[C@H](O)[C@H]2O)[C@H](O)[C@H]1O. (5) Given the product [O:30]=[S:29]1(=[O:33])[CH:7]([C:1]2[CH:6]=[CH:5][CH:4]=[CH:3][CH:2]=2)[C:8]([C:16]2[CH:17]=[CH:18][C:19]3[O:24][CH2:23][C:22](=[O:25])[NH:21][C:20]=3[CH:26]=2)=[CH:9][N:10]2[CH:15]=[CH:14][N:13]=[C:11]12, predict the reactants needed to synthesize it. The reactants are: [C:1]1([CH:7]2S[C:11]3=[N:13][CH:14]=[CH:15][N:10]3[CH:9]=[C:8]2[C:16]2[CH:17]=[CH:18][C:19]3[O:24][CH2:23][C:22](=[O:25])[NH:21][C:20]=3[CH:26]=2)[CH:6]=[CH:5][CH:4]=[CH:3][CH:2]=1.OO.[S:29](=[O:33])(=O)(O)[OH:30].C([O-])(O)=O.[Na+]. (6) Given the product [F:8][C:7]1[CH:6]=[CH:5][C:4]([C@:9]2([CH3:19])[CH2:14][CH2:13][S:12][C:11]([NH:15][C:16](=[O:18])[CH3:17])=[N:10]2)=[CH:3][C:2]=1[C:26]1[C:21]([F:20])=[N:22][CH:23]=[CH:24][N:25]=1, predict the reactants needed to synthesize it. The reactants are: Br[C:2]1[CH:3]=[C:4]([C@:9]2([CH3:19])[CH2:14][CH2:13][S:12][C:11]([NH:15][C:16](=[O:18])[CH3:17])=[N:10]2)[CH:5]=[CH:6][C:7]=1[F:8].[F:20][C:21]1[C:26]([Sn](CCCC)(CCCC)CCCC)=[N:25][CH:24]=[CH:23][N:22]=1.[Cl-].[Li+].